This data is from Reaction yield outcomes from USPTO patents with 853,638 reactions. The task is: Predict the reaction yield, written as a fraction of the theoretical maximum amount of product (1.0 means a 100% yield; for example, 0.34 means a 34% yield). The reactants are [O:1]=[C:2]([CH2:13][CH2:14][CH2:15][CH2:16][CH2:17][C:18]([CH3:22])([CH3:21])[CH2:19][OH:20])[CH2:3][CH2:4][CH2:5][CH2:6][CH2:7][C:8]([CH3:12])([CH3:11])[CH2:9][OH:10].[BH4-].[Na+].C(OCC)(=O)C.Cl. The catalyst is C(O)(C)C.O. The product is [CH3:21][C:18]([CH3:22])([CH2:17][CH2:16][CH2:15][CH2:14][CH2:13][CH:2]([OH:1])[CH2:3][CH2:4][CH2:5][CH2:6][CH2:7][C:8]([CH3:12])([CH3:11])[CH2:9][OH:10])[CH2:19][OH:20]. The yield is 0.430.